From a dataset of Peptide-MHC class II binding affinity with 134,281 pairs from IEDB. Regression. Given a peptide amino acid sequence and an MHC pseudo amino acid sequence, predict their binding affinity value. This is MHC class II binding data. The MHC is HLA-DQA10102-DQB10602 with pseudo-sequence HLA-DQA10102-DQB10602. The peptide sequence is IAEPTAAAIAYGLDR. The binding affinity (normalized) is 0.880.